Predict the product of the given reaction. From a dataset of Forward reaction prediction with 1.9M reactions from USPTO patents (1976-2016). (1) Given the reactants [C:1]([O:5][C:6]([NH:8][CH:9]([C:62](=[O:75])[NH:63][CH2:64][CH:65]([OH:74])[CH:66]([OH:73])[CH:67]([OH:72])[CH:68]([OH:71])[CH2:69][OH:70])[CH2:10][CH2:11][CH2:12][CH2:13][NH:14][C:15]([CH:17]([NH:33][C:34](=[O:61])[C:35]([CH3:60])([CH3:59])[CH2:36][CH2:37][CH2:38][CH2:39][O:40][C:41]1[CH:46]=[C:45]([C:47]2[CH:52]=[CH:51][CH:50]=[CH:49][CH:48]=2)[CH:44]=[C:43]([C:53]2[CH:58]=[CH:57][CH:56]=[CH:55][CH:54]=2)[N:42]=1)[CH2:18][C:19]1[CH:24]=[CH:23][C:22]([O:25]CC2C=CC=CC=2)=[CH:21][CH:20]=1)=[O:16])=[O:7])([CH3:4])([CH3:3])[CH3:2], predict the reaction product. The product is: [C:1]([O:5][C:6]([NH:8][CH:9]([C:62](=[O:75])[NH:63][CH2:64][CH:65]([OH:74])[CH:66]([OH:73])[CH:67]([OH:72])[CH:68]([OH:71])[CH2:69][OH:70])[CH2:10][CH2:11][CH2:12][CH2:13][NH:14][C:15]([CH:17]([NH:33][C:34](=[O:61])[C:35]([CH3:60])([CH3:59])[CH2:36][CH2:37][CH2:38][CH2:39][O:40][C:41]1[CH:46]=[C:45]([C:47]2[CH:48]=[CH:49][CH:50]=[CH:51][CH:52]=2)[CH:44]=[C:43]([C:53]2[CH:54]=[CH:55][CH:56]=[CH:57][CH:58]=2)[N:42]=1)[CH2:18][C:19]1[CH:20]=[CH:21][C:22]([OH:25])=[CH:23][CH:24]=1)=[O:16])=[O:7])([CH3:2])([CH3:3])[CH3:4]. (2) Given the reactants [F:1][C:2]1[CH:7]=[C:6]([F:8])[CH:5]=[CH:4][C:3]=1[C:9]1[N:10]2[C:15]([CH:16]=[CH:17][CH:18]=1)=[C:14]([C:19]1[CH:20]=[C:21]([CH:25]=[CH:26][C:27]=1[F:28])[C:22](O)=[O:23])[C:13](=[O:29])[CH:12]=[CH:11]2.C(Cl)CCl.C1C=CC2N(O)N=NC=2C=1.O[N:45]=[C:46]([NH2:48])[CH3:47], predict the reaction product. The product is: [F:1][C:2]1[CH:7]=[C:6]([F:8])[CH:5]=[CH:4][C:3]=1[C:9]1[N:10]2[C:15]([CH:16]=[CH:17][CH:18]=1)=[C:14]([C:19]1[CH:20]=[C:21]([C:22]3[O:23][N:48]=[C:46]([CH3:47])[N:45]=3)[CH:25]=[CH:26][C:27]=1[F:28])[C:13](=[O:29])[CH:12]=[CH:11]2.